Dataset: Full USPTO retrosynthesis dataset with 1.9M reactions from patents (1976-2016). Task: Predict the reactants needed to synthesize the given product. (1) Given the product [F:1][C:2]1[CH:10]=[C:9]2[C:5]([C:6]([C:11]3[CH:12]=[CH:13][C:14]([NH:17][C:28]([CH:25]4[CH2:26][CH2:27][N:22]([S:19]([CH3:18])(=[O:21])=[O:20])[CH2:23][CH2:24]4)=[O:29])=[N:15][CH:16]=3)=[CH:7][NH:8]2)=[CH:4][CH:3]=1, predict the reactants needed to synthesize it. The reactants are: [F:1][C:2]1[CH:10]=[C:9]2[C:5]([C:6]([C:11]3[CH:12]=[CH:13][C:14]([NH2:17])=[N:15][CH:16]=3)=[CH:7][NH:8]2)=[CH:4][CH:3]=1.[CH3:18][S:19]([N:22]1[CH2:27][CH2:26][CH:25]([C:28](O)=[O:29])[CH2:24][CH2:23]1)(=[O:21])=[O:20]. (2) Given the product [CH3:2][C:3]1[CH:8]=[C:7]([C:9]2[O:13][N:12]=[C:11]([C:14]3[CH:15]=[CH:16][C:17]([CH:20]([NH:22][CH2:34][C:35]([O:37][C:38]([CH3:41])([CH3:40])[CH3:39])=[O:36])[CH3:21])=[CH:18][CH:19]=3)[N:10]=2)[CH:6]=[CH:5][C:4]=1[C:23]1[CH:28]=[CH:27][CH:26]=[CH:25][C:24]=1[C:29]([F:32])([F:31])[F:30].[ClH:1].[CH3:2][C:3]1[CH:8]=[C:7]([C:9]2[O:13][N:12]=[C:11]([C:14]3[CH:15]=[CH:16][C:17]([CH:20]([NH:22][CH2:34][C:35]([OH:37])=[O:36])[CH3:21])=[CH:18][CH:19]=3)[N:10]=2)[CH:6]=[CH:5][C:4]=1[C:23]1[CH:28]=[CH:27][CH:26]=[CH:25][C:24]=1[C:29]([F:32])([F:31])[F:30], predict the reactants needed to synthesize it. The reactants are: [ClH:1].[CH3:2][C:3]1[CH:8]=[C:7]([C:9]2[O:13][N:12]=[C:11]([C:14]3[CH:19]=[CH:18][C:17]([CH:20]([NH2:22])[CH3:21])=[CH:16][CH:15]=3)[N:10]=2)[CH:6]=[CH:5][C:4]=1[C:23]1[CH:28]=[CH:27][CH:26]=[CH:25][C:24]=1[C:29]([F:32])([F:31])[F:30].Br[CH2:34][C:35]([O:37][C:38]([CH3:41])([CH3:40])[CH3:39])=[O:36]. (3) Given the product [CH:8]([C:3]1[C:2]([C:16]2[CH:17]=[C:12]([CH:13]=[CH:14][CH:15]=2)[C:10]#[N:11])=[CH:7][CH:6]=[CH:5][N:4]=1)=[O:9], predict the reactants needed to synthesize it. The reactants are: Br[C:2]1[C:3]([CH:8]=[O:9])=[N:4][CH:5]=[CH:6][CH:7]=1.[C:10]([C:12]1[CH:13]=[C:14](B(O)O)[CH:15]=[CH:16][CH:17]=1)#[N:11].